This data is from Forward reaction prediction with 1.9M reactions from USPTO patents (1976-2016). The task is: Predict the product of the given reaction. (1) Given the reactants [Cl:1][C:2]1[CH:7]=[CH:6][CH:5]=[CH:4][C:3]=1[N:8]1[C:12]([C:13]2[S:14][C:15]([C:18]3[CH:23]=[CH:22][CH:21]=[C:20]([S:24]([CH3:27])(=O)=[O:25])[CH:19]=3)=[CH:16][CH:17]=2)=[CH:11][C:10]([C:28]([NH2:31])([CH3:30])[CH3:29])=[N:9]1.C([O-])([O-])=O.[K+].[K+].Br[CH2:39][CH2:40][CH2:41][CH2:42]Br, predict the reaction product. The product is: [Cl:1][C:2]1[CH:7]=[CH:6][CH:5]=[CH:4][C:3]=1[N:8]1[C:12]([C:13]2[S:14][C:15]([C:18]3[CH:23]=[CH:22][CH:21]=[C:20]([S:24]([CH3:27])=[O:25])[CH:19]=3)=[CH:16][CH:17]=2)=[CH:11][C:10]([C:28]([CH3:29])([N:31]2[CH2:42][CH2:41][CH2:40][CH2:39]2)[CH3:30])=[N:9]1. (2) Given the reactants [Br:1][C:2]1[CH:3]=[CH:4][C:5]([S:10][CH2:11][CH3:12])=[C:6]([NH:8][NH2:9])[CH:7]=1.[NH2:13][C:14]1[C:22]([Br:23])=[CH:21][C:20]([C:24]([F:27])([F:26])[F:25])=[CH:19][C:15]=1[C:16](O)=[O:17].N[C:29]1C=CC(OC(F)(F)F)=CC=1C(NNC1C=C(C#N)C=CC=1SCC)=O, predict the reaction product. The product is: [Br:23][C:22]1[CH:21]=[C:20]([C:24]([F:27])([F:26])[F:25])[CH:19]=[C:15]2[C:14]=1[N:13]=[CH:29][N:9]([NH:8][C:6]1[CH:7]=[C:2]([Br:1])[CH:3]=[CH:4][C:5]=1[S:10][CH2:11][CH3:12])[C:16]2=[O:17]. (3) Given the reactants [CH2:1]([O:8][CH2:9][C:10]([OH:12])=[O:11])[C:2]1[CH:7]=[CH:6][CH:5]=[CH:4][CH:3]=1.C(=O)([O-])[O-].[K+].[K+].Br[CH2:20][C:21](=[O:26])[C:22]([CH3:25])([CH3:24])[CH3:23].Cl, predict the reaction product. The product is: [CH3:23][C:22]([CH3:25])([CH3:24])[C:21](=[O:26])[CH2:20][O:11][C:10](=[O:12])[CH2:9][O:8][CH2:1][C:2]1[CH:7]=[CH:6][CH:5]=[CH:4][CH:3]=1. (4) Given the reactants [NH2:1][C:2]1[C:3]([Cl:40])=[C:4]([CH2:25][N:26]2[CH2:31][CH2:30][CH2:29][C@@H:28]([NH:32][C:33](=[O:39])[O:34][C:35]([CH3:38])([CH3:37])[CH3:36])[CH2:27]2)[C:5]([CH3:24])=[CH:6][C:7]=1[C:8](=[O:23])[NH:9][CH2:10][C:11]1[CH:16]=[C:15]([Cl:17])[CH:14]=[CH:13][C:12]=1[S:18]([CH2:21][CH3:22])(=[O:20])=[O:19].ClC1C(C2OCCO2)=C(OC(F)(F)F)C=C2C=1N[C:49](=[O:52])N(CC1C=C(Cl)C=CC=1S(CC)(=O)=O)C2=O, predict the reaction product. The product is: [Cl:40][C:3]1[C:4]([CH2:25][N:26]2[CH2:31][CH2:30][CH2:29][C@@H:28]([NH:32][C:33](=[O:39])[O:34][C:35]([CH3:36])([CH3:38])[CH3:37])[CH2:27]2)=[C:5]([CH3:24])[CH:6]=[C:7]2[C:2]=1[NH:1][C:49](=[O:52])[N:9]([CH2:10][C:11]1[CH:16]=[C:15]([Cl:17])[CH:14]=[CH:13][C:12]=1[S:18]([CH2:21][CH3:22])(=[O:19])=[O:20])[C:8]2=[O:23]. (5) Given the reactants [C:1]([NH2:9])(=S)[C:2]1[CH:7]=[CH:6][CH:5]=[CH:4][CH:3]=1.[CH:10]([NH:12][NH2:13])=O, predict the reaction product. The product is: [C:2]1([C:1]2[N:9]=[CH:10][NH:12][N:13]=2)[CH:7]=[CH:6][CH:5]=[CH:4][CH:3]=1. (6) Given the reactants Cl[C:2]1[C:7]([O:8][CH3:9])=[CH:6][C:5]([N+:10]([O-:12])=[O:11])=[CH:4][N:3]=1.[CH3:13][NH2:14], predict the reaction product. The product is: [CH3:9][O:8][C:7]1[C:2]([NH:14][CH3:13])=[N:3][CH:4]=[C:5]([N+:10]([O-:12])=[O:11])[CH:6]=1. (7) Given the reactants O1CCCC(=O)C1.N1CCOCC1.O.[O:15]1[CH2:20][CH2:19][CH:18]=[C:17]([N:21]2[CH2:26][CH2:25][O:24][CH2:23][CH2:22]2)[CH2:16]1, predict the reaction product. The product is: [O:15]1[CH:16]=[C:17]([N:21]2[CH2:26][CH2:25][O:24][CH2:23][CH2:22]2)[CH2:18][CH2:19][CH2:20]1. (8) Given the reactants OCCCCCCCCN[C:11]([C:13]1[CH:14]=[C:15]([S:19]([C:22]2[CH:23]=[C:24]3[C:29](=[C:30]([CH3:32])[CH:31]=2)[N:28]=[CH:27][C:26]([C:33]([NH2:35])=[O:34])=[C:25]3[NH:36][C:37]2[CH:42]=[CH:41][CH:40]=[C:39]([O:43][CH3:44])[CH:38]=2)(=[O:21])=[O:20])[CH:16]=[CH:17][CH:18]=1)=[O:12].[NH2:45][C:46]1[CH:51]=[CH:50][C:49]([CH2:52][CH2:53][CH2:54][CH2:55][O:56][CH2:57][CH2:58][CH2:59][CH2:60][CH2:61][CH2:62][N:63]([CH2:71][C@@H:72]([C:81]2[CH:90]=[CH:89][C:88]([O:91][C:92]([O:94][C:95]([CH3:98])([CH3:97])[CH3:96])=[O:93])=[C:87]3[C:82]=2[CH:83]=[CH:84][C:85](=[O:99])[NH:86]3)[O:73][Si:74]([C:77]([CH3:80])([CH3:79])[CH3:78])([CH3:76])[CH3:75])[C:64](=[O:70])[O:65][C:66]([CH3:69])([CH3:68])[CH3:67])=[CH:48][CH:47]=1, predict the reaction product. The product is: [C:95]([O:94][C:92]([O:91][C:88]1[CH:89]=[CH:90][C:81]([C@@H:72]([O:73][Si:74]([C:77]([CH3:80])([CH3:79])[CH3:78])([CH3:76])[CH3:75])[CH2:71][N:63]([CH2:62][CH2:61][CH2:60][CH2:59][CH2:58][CH2:57][O:56][CH2:55][CH2:54][CH2:53][CH2:52][C:49]2[CH:48]=[CH:47][C:46]([NH:45][C:11](=[O:12])[C:13]3[CH:18]=[CH:17][CH:16]=[C:15]([S:19]([C:22]4[CH:23]=[C:24]5[C:29](=[C:30]([CH3:32])[CH:31]=4)[N:28]=[CH:27][C:26]([C:33](=[O:34])[NH2:35])=[C:25]5[NH:36][C:37]4[CH:42]=[CH:41][CH:40]=[C:39]([O:43][CH3:44])[CH:38]=4)(=[O:20])=[O:21])[CH:14]=3)=[CH:51][CH:50]=2)[C:64](=[O:70])[O:65][C:66]([CH3:69])([CH3:68])[CH3:67])=[C:82]2[C:87]=1[NH:86][C:85](=[O:99])[CH:84]=[CH:83]2)=[O:93])([CH3:98])([CH3:97])[CH3:96].